From a dataset of Experimentally validated miRNA-target interactions with 360,000+ pairs, plus equal number of negative samples. Binary Classification. Given a miRNA mature sequence and a target amino acid sequence, predict their likelihood of interaction. (1) The protein sequence of the target gene is MAVPAALIPPTQLVPPQPPISTSASSSGTTTSTSSATSSPAPSIGPPASSGPTLFRPEPIASSASSSAAATVTSPGGGGGGSGGGGGSGGNGGGGGSNCNPSLAAGSSGGGVSAGGGGASSTPITASTGSSSSSSSSSSSSSSSSSSSSSSSSSSSCGPLPGKPVYSTPSPVENTPQNNECKMVDLRGAKVASFTVEGCELICLPQAFDLFLKHLVGGLHTVYTKLKRLEITPVVCNVEQVRILRGLGAIQPGVNRCKLISRKDFETLYNDCTNASSRPGRPPKRTQSVTSPENSHIMPH.... Result: 1 (interaction). The miRNA is mmu-miR-190a-5p with sequence UGAUAUGUUUGAUAUAUUAGGU. (2) The miRNA is hsa-miR-3690 with sequence ACCUGGACCCAGCGUAGACAAAG. The protein sequence of the target gene is MFDKTRLPYVALDVLCVLLAGLPFAILTSRHTPFQRGVFCNDESIKYPYKEDTIPYALLGGIIIPFSIIVIILGETLSVYCNLLHSNSFIRNNYIATIYKAIGTFLFGAAASQSLTDIAKYSIGRLRPHFLDVCDPDWSKINCSDGYIEYYICRGNAERVKEGRLSFYSGHSSFSMYCMLFVALYLQARMKGDWARLLRPTLQFGLVAVSIYVGLSRVSDYKHHWSDVLTGLIQGALVAILVAVYVSDFFKERTSFKERKEEDSHTTLHETPTTGNHYPSNHQP. Result: 0 (no interaction).